This data is from Catalyst prediction with 721,799 reactions and 888 catalyst types from USPTO. The task is: Predict which catalyst facilitates the given reaction. (1) Reactant: O[C:2]([C@H:5]1[CH2:9][O:8][C:7]([CH3:11])([CH3:10])[N:6]1[C:12]([O:14][C:15]([CH3:18])([CH3:17])[CH3:16])=[O:13])([CH3:4])[CH3:3].C(N(S(F)(F)[F:25])CC)C. Product: [F:25][C:2]([C@H:5]1[CH2:9][O:8][C:7]([CH3:11])([CH3:10])[N:6]1[C:12]([O:14][C:15]([CH3:18])([CH3:17])[CH3:16])=[O:13])([CH3:4])[CH3:3]. The catalyst class is: 2. (2) The catalyst class is: 10. Reactant: [SH:1][CH:2]([CH3:10])[C:3]([NH:5][CH2:6][C:7]([OH:9])=[O:8])=[O:4].Br[CH2:12][C:13](=[O:19])[C:14]([O:16][CH2:17][CH3:18])=[O:15]. Product: [CH2:17]([O:16][C:14](=[O:15])[C:13]([OH:19])=[CH:12][S:1][CH:2]([C:3](=[O:4])[NH:5][CH2:6][C:7]([OH:9])=[O:8])[CH3:10])[CH3:18]. (3) Reactant: [CH3:1][CH:2]([NH2:14])[CH2:3][O:4][C:5]1[C:10]([Br:11])=[CH:9][C:8]([Br:12])=[CH:7][C:6]=1[Br:13].[F:15][CH:16]([F:26])[C:17]1[C:21]([C:22](O)=[O:23])=[CH:20][N:19]([CH3:25])[N:18]=1.P(Cl)(Cl)(Cl)=O. Product: [CH3:1][CH:2]([NH:14][C:22]([C:21]1[C:17]([CH:16]([F:26])[F:15])=[N:18][N:19]([CH3:25])[CH:20]=1)=[O:23])[CH2:3][O:4][C:5]1[C:6]([Br:13])=[CH:7][C:8]([Br:12])=[CH:9][C:10]=1[Br:11]. The catalyst class is: 228. (4) Reactant: [Cl:1][CH2:2][CH2:3][CH2:4][CH:5]=[O:6].[N+:7](/[CH:10]=[CH:11]/[C:12]1[CH:17]=[CH:16][CH:15]=[CH:14][CH:13]=1)([O-:9])=[O:8].CCOCC.[Na+].[Cl-]. Product: [Cl:1][CH2:2][CH2:3][CH2:4][C:5](=[O:6])[C@H:11]([C:12]1[CH:17]=[CH:16][CH:15]=[CH:14][CH:13]=1)[CH2:10][N+:7]([O-:9])=[O:8]. The catalyst class is: 22. (5) Reactant: [NH2:1]/[C:2](=[N:8]\[O:9][C:10]([C@H:12]([CH2:21][CH2:22][CH2:23][CH:24]1[CH2:29][CH2:28][CH2:27][CH2:26][CH2:25]1)[CH2:13][C:14]([O:16][C:17]([CH3:20])([CH3:19])[CH3:18])=[O:15])=O)/[C:3]([O:5][CH2:6][CH3:7])=[O:4]. Product: [C:17]([O:16][C:14](=[O:15])[CH2:13][C@H:12]([C:10]1[O:9][N:8]=[C:2]([C:3]([O:5][CH2:6][CH3:7])=[O:4])[N:1]=1)[CH2:21][CH2:22][CH2:23][CH:24]1[CH2:29][CH2:28][CH2:27][CH2:26][CH2:25]1)([CH3:20])([CH3:19])[CH3:18]. The catalyst class is: 113. (6) Reactant: [N:1]1[CH:6]=[CH:5][CH:4]=[C:3]([N:7]2[CH2:11][CH2:10][C:9](=O)[NH:8]2)[CH:2]=1.[Cl:13]C1C=CC=CC=1.P(Cl)(Cl)(Cl)=O.[OH-].[Na+]. Product: [Cl:13][C:9]1[CH2:10][CH2:11][N:7]([C:3]2[CH:2]=[N:1][CH:6]=[CH:5][CH:4]=2)[N:8]=1. The catalyst class is: 6. (7) Reactant: Br[C:2]1[CH:7]=[CH:6][C:5]([O:8][CH3:9])=[CH:4][C:3]=1[C:10]1[CH:15]=[CH:14][CH:13]=[CH:12][CH:11]=1.[C:16]1(B(O)O)[C:29]2[C:30]3=[C:31]4[C:26](=[CH:27][CH:28]=2)[CH:25]=[CH:24][CH:23]=[C:22]4[CH:21]=[CH:20][C:19]3=[CH:18][CH:17]=1.C([O-])([O-])=O.[Na+].[Na+].CCO. Product: [CH3:9][O:8][C:5]1[CH:6]=[CH:7][C:2]([C:23]2[C:22]3[C:31]4=[C:30]5[C:19](=[CH:20][CH:21]=3)[CH:18]=[CH:17][CH:16]=[C:29]5[CH:28]=[CH:27][C:26]4=[CH:25][CH:24]=2)=[C:3]([C:10]2[CH:15]=[CH:14][CH:13]=[CH:12][CH:11]=2)[CH:4]=1. The catalyst class is: 206.